This data is from Reaction yield outcomes from USPTO patents with 853,638 reactions. The task is: Predict the reaction yield, written as a fraction of the theoretical maximum amount of product (1.0 means a 100% yield; for example, 0.34 means a 34% yield). (1) The reactants are Cl[C:2]1[C:11]2[C:6](=[CH:7][C:8]([O:14][CH3:15])=[C:9]([O:12][CH3:13])[CH:10]=2)[N:5]=[CH:4][CH:3]=1.[OH:16][C:17]1[CH:29]=[CH:28][C:27]2[C:26]3[C:21](=[CH:22][CH:23]=[CH:24][CH:25]=3)[C:20](=[O:30])[C:19]=2[CH:18]=1.O. The catalyst is CN(C)C1C=CN=CC=1.ClC1C=CC=CC=1Cl. The product is [CH3:13][O:12][C:9]1[CH:10]=[C:11]2[C:6](=[CH:7][C:8]=1[O:14][CH3:15])[N:5]=[CH:4][CH:3]=[C:2]2[O:16][C:17]1[CH:29]=[CH:28][C:27]2[C:26]3[C:21](=[CH:22][CH:23]=[CH:24][CH:25]=3)[C:20](=[O:30])[C:19]=2[CH:18]=1. The yield is 0.340. (2) The reactants are [CH3:1][O:2][C:3]1[CH:11]=[C:10]([C:12]([F:15])([F:14])[F:13])[CH:9]=[C:8]([S:16][CH3:17])[C:4]=1[C:5]([OH:7])=O.C(N(CC)C(C)C)(C)C.F[P-](F)(F)(F)(F)F.N1(OC(N(C)C)=[N+](C)C)C2N=CC=CC=2N=N1.[CH3:51][C:52]([O:55][C:56](=[O:64])[NH:57][CH:58]1[CH2:62][CH2:61][CH2:60][CH:59]1[NH2:63])([CH3:54])[CH3:53]. The catalyst is CN(C)C=O. The product is [C:52]([O:55][C:56](=[O:64])[NH:57][CH:58]1[CH2:62][CH2:61][CH2:60][CH:59]1[NH:63][C:5](=[O:7])[C:4]1[C:8]([S:16][CH3:17])=[CH:9][C:10]([C:12]([F:15])([F:14])[F:13])=[CH:11][C:3]=1[O:2][CH3:1])([CH3:54])([CH3:51])[CH3:53]. The yield is 1.00.